Dataset: Full USPTO retrosynthesis dataset with 1.9M reactions from patents (1976-2016). Task: Predict the reactants needed to synthesize the given product. (1) Given the product [C:13]12([NH:12][C:4](=[O:5])[C:3]3[CH:7]=[CH:8][C:9]([Cl:11])=[N:10][C:2]=3[Cl:1])[CH2:20][CH:19]3[CH2:18][CH:17]([CH2:16][CH:15]([CH2:21]3)[CH2:14]1)[CH2:22]2, predict the reactants needed to synthesize it. The reactants are: [Cl:1][C:2]1[N:10]=[C:9]([Cl:11])[CH:8]=[CH:7][C:3]=1[C:4](Cl)=[O:5].[NH2:12][C:13]12[CH2:22][CH:17]3[CH2:18][CH:19]([CH2:21][CH:15]([CH2:16]3)[CH2:14]1)[CH2:20]2.C(N(C(C)C)C(C)C)C. (2) Given the product [CH2:16]([O:18][C:19]([CH:21]1[CH:23]2[CH:22]1[C:34](=[O:58])[N:25]([C:26]1[CH:31]=[CH:30][C:29]([Cl:32])=[CH:28][CH:27]=1)[C:24]2=[O:33])=[O:20])[CH3:17], predict the reactants needed to synthesize it. The reactants are: NC1C=CC(N2C=CC=CC2=O)=CC=1F.[CH2:16]([O:18][C:19]([CH:21]1[CH:23]([C:24](=[O:33])[NH:25][C:26]2[CH:31]=[CH:30][C:29]([Cl:32])=[CH:28][CH:27]=2)[CH:22]1[C:34](=[O:58])NC1C=CC(N2C=CC(OCC3C=CC=CC=3)=CC2=O)=CC=1F)=[O:20])[CH3:17]. (3) Given the product [C:29]([C:28]1[C:14]([C:11]2[CH:10]=[CH:9][C:8]([O:1][C:2]3[CH:7]=[CH:6][CH:5]=[CH:4][CH:3]=3)=[CH:13][CH:12]=2)=[N:15][N:16]2[C@H:21]([CH:22]3[CH2:23][CH2:24][N:25]([C:51](=[O:52])/[CH:50]=[CH:49]/[CH2:48][N:45]4[CH2:46][CH2:47][N:42]([CH2:41][CH2:40][NH:39][C:37](=[O:38])[O:36][C:32]([CH3:33])([CH3:35])[CH3:34])[CH2:43][CH2:44]4)[CH2:26][CH2:27]3)[CH2:20][CH2:19][NH:18][C:17]=12)(=[O:30])[NH2:31], predict the reactants needed to synthesize it. The reactants are: [O:1]([C:8]1[CH:13]=[CH:12][C:11]([C:14]2[C:28]([C:29]([NH2:31])=[O:30])=[C:17]3[NH:18][CH2:19][CH2:20][C@@H:21]([CH:22]4[CH2:27][CH2:26][NH:25][CH2:24][CH2:23]4)[N:16]3[N:15]=2)=[CH:10][CH:9]=1)[C:2]1[CH:7]=[CH:6][CH:5]=[CH:4][CH:3]=1.[C:32]([O:36][C:37]([NH:39][CH2:40][CH2:41][N:42]1[CH2:47][CH2:46][N:45]([CH2:48]/[CH:49]=[CH:50]/[C:51](O)=[O:52])[CH2:44][CH2:43]1)=[O:38])([CH3:35])([CH3:34])[CH3:33].CN(C(ON1N=NC2C=CC=NC1=2)=[N+](C)C)C.F[P-](F)(F)(F)(F)F.CCN(C(C)C)C(C)C.